This data is from Full USPTO retrosynthesis dataset with 1.9M reactions from patents (1976-2016). The task is: Predict the reactants needed to synthesize the given product. (1) Given the product [O:13]1[C:12]2([CH2:17][CH2:18][CH:9]([NH2:8])[CH2:10][CH2:11]2)[O:16][CH2:15][CH2:14]1, predict the reactants needed to synthesize it. The reactants are: C([NH:8][CH:9]1[CH2:18][CH2:17][C:12]2([O:16][CH2:15][CH2:14][O:13]2)[CH2:11][CH2:10]1)C1C=CC=CC=1.C(Cl)Cl. (2) Given the product [CH3:7][C:8]1([CH3:18])[NH:9][C@H:10]2[CH2:17][CH2:16][CH2:15][C@H:11]2[NH:12][CH2:13]1, predict the reactants needed to synthesize it. The reactants are: [H-].[Al+3].[Li+].[H-].[H-].[H-].[CH3:7][C:8]1([CH3:18])[C:13](=O)[NH:12][C@H:11]2[CH2:15][CH2:16][CH2:17][C@H:10]2[NH:9]1.O.O.O.O.O.O.O.O.O.O.S([O-])([O-])(=O)=O.[Na+].[Na+].[H][H]. (3) Given the product [CH2:1]([N:3]1[C:7]([CH2:8][CH2:9][S:10]([CH3:13])(=[O:12])=[O:11])=[CH:6][C:5]([C:14]([NH2:20])=[O:16])=[N:4]1)[CH3:2], predict the reactants needed to synthesize it. The reactants are: [CH2:1]([N:3]1[C:7]([CH2:8][CH2:9][S:10]([CH3:13])(=[O:12])=[O:11])=[CH:6][C:5]([C:14]([O:16]CC)=O)=[N:4]1)[CH3:2].[OH-].[NH4+:20]. (4) Given the product [CH2:13]([O:12][C:11]1[CH:10]=[CH:9][C:4]([C:5]([O:7][CH3:8])=[O:6])=[CH:3][C:2]=1[NH:1][S:21]([CH3:20])(=[O:23])=[O:22])[C:14]1[CH:19]=[CH:18][CH:17]=[CH:16][CH:15]=1, predict the reactants needed to synthesize it. The reactants are: [NH2:1][C:2]1[CH:3]=[C:4]([CH:9]=[CH:10][C:11]=1[O:12][CH2:13][C:14]1[CH:19]=[CH:18][CH:17]=[CH:16][CH:15]=1)[C:5]([O:7][CH3:8])=[O:6].[CH3:20][S:21](Cl)(=[O:23])=[O:22]. (5) Given the product [CH2:1]([O:8][C:9]1[CH:13]=[C:12]2[C:22](=[O:24])[NH:21][CH2:20][CH2:19][N:11]2[N:10]=1)[C:2]1[CH:7]=[CH:6][CH:5]=[CH:4][CH:3]=1, predict the reactants needed to synthesize it. The reactants are: [CH2:1]([O:8][C:9]1[CH:13]=[C:12](C(OCC)=O)[N:11]([CH2:19][CH2:20][NH:21][C:22]([O:24]C(C)(C)C)=O)[N:10]=1)[C:2]1[CH:7]=[CH:6][CH:5]=[CH:4][CH:3]=1.C([O-])([O-])=O.[Na+].[Na+]. (6) Given the product [CH3:22][NH:23][C:24]1[CH:34]=[CH:33][CH:32]=[CH:31][C:25]=1[C:26]([O:13][CH2:12][CH2:11][CH2:10][CH:7]1[CH2:8][CH2:9][C:4]([O:3][CH2:1][CH3:2])=[CH:5][C:6]1=[O:14])=[O:27], predict the reactants needed to synthesize it. The reactants are: [CH2:1]([O:3][C:4]1[CH2:9][CH2:8][CH:7]([CH2:10][CH2:11][CH2:12][OH:13])[C:6](=[O:14])[CH:5]=1)[CH3:2].CCN(CC)CC.[CH3:22][N:23]1C(=O)O[C:26](=[O:27])[C:25]2=[CH:31][CH:32]=[CH:33][CH:34]=[C:24]12.O. (7) Given the product [C:27]1([NH:33][C:34]([C:36]2[CH:37]=[CH:38][C:39]([C:40]3[NH:10][C:9]4[CH:8]=[CH:7][C:6]([NH:13][C:14]([C:16]5[CH:17]=[N:18][C:19]([N:22]6[CH2:26][CH2:25][CH2:24][CH2:23]6)=[N:20][CH:21]=5)=[O:15])=[CH:5][C:4]=4[N:1]=3)=[CH:42][CH:43]=2)=[O:35])[CH:28]=[CH:29][CH:30]=[CH:31][CH:32]=1, predict the reactants needed to synthesize it. The reactants are: [N+:1]([C:4]1[CH:5]=[C:6]([NH:13][C:14]([C:16]2[CH:17]=[N:18][C:19]([N:22]3[CH2:26][CH2:25][CH2:24][CH2:23]3)=[N:20][CH:21]=2)=[O:15])[CH:7]=[CH:8][C:9]=1[N+:10]([O-])=O)([O-])=O.[C:27]1([NH:33][C:34]([C:36]2[CH:43]=[CH:42][C:39]([CH:40]=O)=[CH:38][CH:37]=2)=[O:35])[CH:32]=[CH:31][CH:30]=[CH:29][CH:28]=1. (8) Given the product [N+:19]([C:22]1[CH:23]=[C:24]([CH2:25][N:4]2[CH2:3][CH2:2][N:1]([C:7]3[C:12]([C:13]([O:15][CH:16]([CH3:18])[CH3:17])=[O:14])=[CH:11][CH:10]=[CH:9][N:8]=3)[CH2:6][CH2:5]2)[CH:27]=[CH:28][CH:29]=1)([O-:21])=[O:20], predict the reactants needed to synthesize it. The reactants are: [N:1]1([C:7]2[C:12]([C:13]([O:15][CH:16]([CH3:18])[CH3:17])=[O:14])=[CH:11][CH:10]=[CH:9][N:8]=2)[CH2:6][CH2:5][NH:4][CH2:3][CH2:2]1.[N+:19]([C:22]1[CH:23]=[C:24]([CH:27]=[CH:28][CH:29]=1)[CH:25]=O)([O-:21])=[O:20].O. (9) Given the product [F:1][C:2]1[CH:7]=[CH:6][C:5]([CH:20]([OH:21])[C:19]2[CH:22]=[CH:23][C:16]([C:14]#[N:15])=[CH:17][CH:18]=2)=[CH:4][CH:3]=1, predict the reactants needed to synthesize it. The reactants are: [F:1][C:2]1[CH:7]=[CH:6][C:5](Br)=[CH:4][CH:3]=1.C([Li])CCC.[C:14]([C:16]1[CH:23]=[CH:22][C:19]([CH:20]=[O:21])=[CH:18][CH:17]=1)#[N:15].O.